Dataset: Catalyst prediction with 721,799 reactions and 888 catalyst types from USPTO. Task: Predict which catalyst facilitates the given reaction. (1) Reactant: [F:1][C:2]1[C:3]([C:19]2[CH:20]=[N:21][N:22]([C:24]3([CH2:28][C:29]#[N:30])[CH2:27][NH:26][CH2:25]3)[CH:23]=2)=[C:4]2[CH:10]=[CH:9][N:8]([CH2:11][O:12][CH2:13][CH2:14][Si:15]([CH3:18])([CH3:17])[CH3:16])[C:5]2=[N:6][CH:7]=1.O=[C:32]1[CH2:37][CH2:36][N:35](C(OC(C)(C)C)=O)[CH2:34][CH2:33]1.C(N(CC)C(C)C)(C)C.C(O[BH-](OC(=O)C)OC(=O)C)(=O)C.[Na+].Cl.O1CCOCC1. Product: [F:1][C:2]1[C:3]([C:19]2[CH:20]=[N:21][N:22]([C:24]3([CH2:28][C:29]#[N:30])[CH2:27][N:26]([CH:32]4[CH2:37][CH2:36][NH:35][CH2:34][CH2:33]4)[CH2:25]3)[CH:23]=2)=[C:4]2[CH:10]=[CH:9][N:8]([CH2:11][O:12][CH2:13][CH2:14][Si:15]([CH3:17])([CH3:18])[CH3:16])[C:5]2=[N:6][CH:7]=1. The catalyst class is: 1. (2) The catalyst class is: 5. Product: [C:34]1([C@H:38]([NH:40][C@H:2]2[CH2:6][CH2:5][C@@H:4]([C:7]3[CH:30]=[CH:29][C:10]([O:11][CH2:12][C:13]([NH:15][CH:16]4[CH2:21][CH2:20][NH:19][CH2:18][CH2:17]4)=[O:14])=[CH:9][CH:8]=3)[CH2:3]2)[CH3:39])[C:33]2[C:32](=[CH:6][CH:2]=[CH:3][CH:4]=2)[CH:37]=[CH:36][CH:35]=1. Reactant: O=[C:2]1[CH2:6][CH2:5][C@@H:4]([C:7]2[CH:30]=[CH:29][C:10]([O:11][CH2:12][C:13]([NH:15][CH:16]3[CH2:21][CH2:20][N:19](C(OC(C)(C)C)=O)[CH2:18][CH2:17]3)=[O:14])=[CH:9][CH:8]=2)[CH2:3]1.Cl[C:32]1[CH:33]=[C:34]([C@H:38]([NH2:40])[CH3:39])[CH:35]=[CH:36][CH:37]=1.Cl. (3) Reactant: [C:1]([NH:4][C@@H:5]1[CH2:10][C@H:9]([NH:11][C:12]([CH3:15])([CH3:14])[CH3:13])[CH2:8][CH2:7][C@@H:6]1[N:16]1[CH2:20][CH2:19][C@H:18]([NH:21]C(=O)OCC2C=CC=CC=2)[C:17]1=[O:32])(=[O:3])[CH3:2]. Product: [NH2:21][C@H:18]1[CH2:19][CH2:20][N:16]([C@H:6]2[CH2:7][CH2:8][C@@H:9]([NH:11][C:12]([CH3:15])([CH3:13])[CH3:14])[CH2:10][C@H:5]2[NH:4][C:1](=[O:3])[CH3:2])[C:17]1=[O:32]. The catalyst class is: 105. (4) Reactant: [CH3:1][O:2][C:3]([C:5]1[CH:6]=[C:7]([C:11]2[CH:16]=[CH:15][CH:14]=[C:13]([C:17]([OH:19])=O)[CH:12]=2)[CH:8]=[CH:9][CH:10]=1)=[O:4].C(Cl)CCl.C1C=CC2N(O)N=NC=2C=1.[CH2:34]([NH2:41])[C:35]1[CH:40]=[CH:39][CH:38]=[CH:37][CH:36]=1. Product: [CH2:34]([NH:41][C:17]([C:13]1[CH:12]=[C:11]([C:7]2[CH:8]=[CH:9][CH:10]=[C:5]([C:3]([O:2][CH3:1])=[O:4])[CH:6]=2)[CH:16]=[CH:15][CH:14]=1)=[O:19])[C:35]1[CH:40]=[CH:39][CH:38]=[CH:37][CH:36]=1. The catalyst class is: 3. (5) Reactant: [C:1]1([C:7]2[N:8]=[C:9]3[CH:14]=[CH:13][CH:12]=[CH:11][N:10]3[C:15]=2[NH2:16])[CH:6]=[CH:5][CH:4]=[CH:3][CH:2]=1.ClC(Cl)(O[C:21](=[O:27])OC(Cl)(Cl)Cl)Cl. Product: [C:1]1([C:7]2[N:8]=[C:9]3[CH:14]=[CH:13][CH:12]=[CH:11][N:10]3[C:15]=2[NH:16][C:21]([NH:16][C:15]2[N:10]3[CH:11]=[CH:12][CH:13]=[CH:14][C:9]3=[N:8][C:7]=2[C:1]2[CH:6]=[CH:5][CH:4]=[CH:3][CH:2]=2)=[O:27])[CH:2]=[CH:3][CH:4]=[CH:5][CH:6]=1. The catalyst class is: 2.